This data is from Forward reaction prediction with 1.9M reactions from USPTO patents (1976-2016). The task is: Predict the product of the given reaction. (1) Given the reactants C[O:2][C:3]1[C:11]2[CH:10]=[C:9]([C:12]3[O:13][C:14]([CH3:17])=[N:15][N:16]=3)[O:8][C:7]=2[CH:6]=[CH:5][CH:4]=1.B(Br)(Br)Br, predict the reaction product. The product is: [OH:2][C:3]1[C:11]2[CH:10]=[C:9]([C:12]3[O:13][C:14]([CH3:17])=[N:15][N:16]=3)[O:8][C:7]=2[CH:6]=[CH:5][CH:4]=1. (2) Given the reactants [C:1]12([NH:6][C:7]([C:9]3[CH:10]=[C:11]([C:16]4[C:17]([CH2:36][C:37]([O:39]C)=[O:38])=[CH:18][C:19]5[O:23][C:22]([C:24]6[CH:29]=[CH:28][C:27]([F:30])=[CH:26][CH:25]=6)=[C:21]([C:31](=[O:34])[NH:32][CH3:33])[C:20]=5[CH:35]=4)[CH:12]=[CH:13][C:14]=3[F:15])=[O:8])[CH2:5][CH:3]([CH2:4]1)[CH2:2]2.[OH-].[Na+], predict the reaction product. The product is: [C:1]12([NH:6][C:7]([C:9]3[CH:10]=[C:11]([C:16]4[C:17]([CH2:36][C:37]([OH:39])=[O:38])=[CH:18][C:19]5[O:23][C:22]([C:24]6[CH:25]=[CH:26][C:27]([F:30])=[CH:28][CH:29]=6)=[C:21]([C:31](=[O:34])[NH:32][CH3:33])[C:20]=5[CH:35]=4)[CH:12]=[CH:13][C:14]=3[F:15])=[O:8])[CH2:4][CH:3]([CH2:2]1)[CH2:5]2.